This data is from Forward reaction prediction with 1.9M reactions from USPTO patents (1976-2016). The task is: Predict the product of the given reaction. (1) Given the reactants [F:1][C:2]1[CH:40]=[N:39][C:5]2[N:6]([C:30]3[CH:31]=[C:32]([CH:36]=[CH:37][CH:38]=3)[C:33]([OH:35])=O)[C:7](=[O:29])[N:8]([CH:11]3[CH2:16][CH2:15][CH:14]([NH:17][C:18]([C:20]4[N:21]=[C:22]5[CH:27]=[CH:26][CH:25]=[CH:24][N:23]5[CH:28]=4)=[O:19])[CH2:13][CH2:12]3)[C:9](=[O:10])[C:4]=2[CH:3]=1.CCN(C(C)C)C(C)C.CN(C(ON1N=NC2C=CC=NC1=2)=[N+](C)C)C.F[P-](F)(F)(F)(F)F.[NH2:74][C:75]1[CH:80]=[CH:79][CH:78]=[CH:77][CH:76]=1, predict the reaction product. The product is: [NH:74]([C:33]([C:32]1[CH:31]=[C:30]([N:6]2[C:5]3[N:39]=[CH:40][C:2]([F:1])=[CH:3][C:4]=3[C:9](=[O:10])[N:8]([C@@H:11]3[CH2:12][CH2:13][C@H:14]([NH:17][C:18]([C:20]4[N:21]=[C:22]5[CH:27]=[CH:26][CH:25]=[CH:24][N:23]5[CH:28]=4)=[O:19])[CH2:15][CH2:16]3)[C:7]2=[O:29])[CH:38]=[CH:37][CH:36]=1)=[O:35])[C:75]1[CH:80]=[CH:79][CH:78]=[CH:77][CH:76]=1. (2) Given the reactants [C:1]([O:5][C:6](=[O:29])[NH:7][C:8]1[CH:13]=[C:12]([CH2:14][O:15][CH:16]2[CH2:21][CH2:20][CH2:19][CH2:18][O:17]2)[C:11]([C:22]([F:25])([F:24])[F:23])=[CH:10][C:9]=1[N+:26]([O-])=O)([CH3:4])([CH3:3])[CH3:2].O.O.Cl[Sn]Cl, predict the reaction product. The product is: [C:1]([O:5][C:6](=[O:29])[NH:7][C:8]1[CH:13]=[C:12]([CH2:14][O:15][CH:16]2[CH2:21][CH2:20][CH2:19][CH2:18][O:17]2)[C:11]([C:22]([F:24])([F:25])[F:23])=[CH:10][C:9]=1[NH2:26])([CH3:4])([CH3:2])[CH3:3]. (3) Given the reactants Cl[C:2](Cl)(Cl)[CH:3]([OH:5])O.S([O-])([O-])(=O)=O.[Na+].[Na+].[F:15][C:16]1[CH:22]=[CH:21][CH:20]=[CH:19][C:17]=1[NH2:18].Cl.Cl.[NH2:25][OH:26], predict the reaction product. The product is: [F:15][C:16]1[CH:22]=[CH:21][CH:20]=[CH:19][C:17]=1[NH:18][C:3](=[O:5])[CH:2]=[N:25][OH:26]. (4) Given the reactants Br[C:2]1[CH:26]=[CH:25][C:5]2[N:6]=[C:7]([O:9][CH:10]3[CH2:15][CH2:14][N:13]([C:16]4[N:21]=[CH:20][C:19]([CH2:22][CH2:23][CH3:24])=[CH:18][N:17]=4)[CH2:12][CH2:11]3)[S:8][C:4]=2[CH:3]=1.[N:27]1([C:33]([O:35][C:36]([CH3:39])([CH3:38])[CH3:37])=[O:34])[CH2:32][CH2:31][NH:30][CH2:29][CH2:28]1.CC(C)([O-])C.[Na+], predict the reaction product. The product is: [CH2:22]([C:19]1[CH:18]=[N:17][C:16]([N:13]2[CH2:14][CH2:15][CH:10]([O:9][C:7]3[S:8][C:4]4[CH:3]=[C:2]([N:30]5[CH2:29][CH2:28][N:27]([C:33]([O:35][C:36]([CH3:39])([CH3:38])[CH3:37])=[O:34])[CH2:32][CH2:31]5)[CH:26]=[CH:25][C:5]=4[N:6]=3)[CH2:11][CH2:12]2)=[N:21][CH:20]=1)[CH2:23][CH3:24]. (5) Given the reactants [CH2:1]([N:8]([S:29]([CH3:32])(=[O:31])=[O:30])[C:9]1[CH:10]=[C:11]([CH:25]=[C:26]([Cl:28])[CH:27]=1)[C:12]([NH:14][CH2:15][C:16]1[CH:21]=[CH:20][C:19]([C:22]#[N:23])=[CH:18][C:17]=1[OH:24])=[O:13])[C:2]1[CH:7]=[CH:6][CH:5]=[CH:4][CH:3]=1.I[CH2:34][C:35]([NH2:37])=[O:36], predict the reaction product. The product is: [CH2:1]([N:8]([S:29]([CH3:32])(=[O:30])=[O:31])[C:9]1[CH:10]=[C:11]([CH:25]=[C:26]([Cl:28])[CH:27]=1)[C:12]([NH:14][CH2:15][C:16]1[CH:21]=[CH:20][C:19]([C:22]#[N:23])=[CH:18][C:17]=1[O:24][CH2:34][C:35](=[O:36])[NH2:37])=[O:13])[C:2]1[CH:3]=[CH:4][CH:5]=[CH:6][CH:7]=1. (6) Given the reactants [Br:1][C:2]1[CH:3]=[C:4]2[C:9](=[CH:10][CH:11]=1)[NH:8][C:7](=O)[C:6]([O:13][C:14]1[CH:19]=[CH:18][CH:17]=[CH:16][CH:15]=1)=[C:5]2[C:20]([F:23])([F:22])[F:21].BrC1C=C2C(=CC=1)NC(=O)C(OC1C=CC([Cl:43])=CC=1)=C2C(F)(F)F, predict the reaction product. The product is: [Br:1][C:2]1[CH:3]=[C:4]2[C:9](=[CH:10][CH:11]=1)[N:8]=[C:7]([Cl:43])[C:6]([O:13][C:14]1[CH:19]=[CH:18][CH:17]=[CH:16][CH:15]=1)=[C:5]2[C:20]([F:23])([F:22])[F:21]. (7) Given the reactants [CH:1]1([N:4]([CH2:35][C:36]2[CH:41]=[CH:40][CH:39]=[C:38]([CH3:42])[C:37]=2[CH3:43])[C:5]([CH:7]2[C@@H:12]([NH:13][C:14](=[O:34])[C:15]3[CH:20]=[CH:19][C:18]([O:21][CH2:22][CH2:23][O:24][C:25]4[C:30]([Cl:31])=[CH:29][C:28]([CH3:32])=[CH:27][C:26]=4[Cl:33])=[CH:17][CH:16]=3)[CH2:11][CH2:10][NH:9][CH2:8]2)=[O:6])[CH2:3][CH2:2]1.[CH3:44][S:45](Cl)(=[O:47])=[O:46], predict the reaction product. The product is: [CH3:44][S:45]([OH:47])(=[O:6])=[O:46].[CH:1]1([N:4]([CH2:35][C:36]2[CH:41]=[CH:40][CH:39]=[C:38]([CH3:42])[C:37]=2[CH3:43])[C:5]([CH:7]2[C@@H:12]([NH:13][C:14](=[O:34])[C:15]3[CH:20]=[CH:19][C:18]([O:21][CH2:22][CH2:23][O:24][C:25]4[C:26]([Cl:33])=[CH:27][C:28]([CH3:32])=[CH:29][C:30]=4[Cl:31])=[CH:17][CH:16]=3)[CH2:11][CH2:10][NH:9][CH2:8]2)=[O:6])[CH2:3][CH2:2]1.